From a dataset of Rat liver microsome stability data. Regression/Classification. Given a drug SMILES string, predict its absorption, distribution, metabolism, or excretion properties. Task type varies by dataset: regression for continuous measurements (e.g., permeability, clearance, half-life) or binary classification for categorical outcomes (e.g., BBB penetration, CYP inhibition). Dataset: rlm. (1) The result is 0 (unstable in rat liver microsomes). The drug is CC(C)[C@@H](NC(=O)c1cc(C(F)(F)F)ccc1F)C(=O)N1CCC2(CC1)C(=O)N(C)C(=O)N2c1ccc2[nH]ncc2c1. (2) The molecule is COc1ccc2c(c1)C/C(=C/c1ccccc1-c1ccc3ccccc3c1)C2=O. The result is 0 (unstable in rat liver microsomes). (3) The molecule is C=C(C)[C@@H]1CC[C@]2(CNCCN3CCS(=O)(=O)CC3)CC[C@]3(C)[C@H](CC[C@@H]4[C@@]5(C)CC=C(c6ccc(C(=O)O)cc6)C(C)(C)[C@@H]5CC[C@]43C)[C@@H]12. The result is 0 (unstable in rat liver microsomes). (4) The molecule is CC(C)NC(=O)c1nc(-c2ccc(Cl)nc2)c2cnccn12. The result is 0 (unstable in rat liver microsomes). (5) The compound is CC(C)(C)c1cc(NC(=O)Nc2ccc(-c3cn4c(n3)sc3cc(OCCN5CCOCC5)ccc34)cc2)no1. The result is 0 (unstable in rat liver microsomes). (6) The drug is CCN(CC)S(=O)(=O)c1ccc(C=Cc2cncc(C#N)c2Nc2ccc3[nH]ccc3c2C)cc1. The result is 1 (stable in rat liver microsomes). (7) The compound is Fc1ccc(F)c(Nc2nc(-c3ccncc3)nc3ccccc23)c1. The result is 1 (stable in rat liver microsomes).